This data is from Catalyst prediction with 721,799 reactions and 888 catalyst types from USPTO. The task is: Predict which catalyst facilitates the given reaction. Reactant: Cl.[N:2]1[CH:7]=[CH:6][CH:5]=[CH:4][C:3]=1[N:8]([CH2:32][CH2:33][C:34]([O:36][CH2:37][CH3:38])=[O:35])[C:9]([C:11]1[CH:31]=[CH:30][C:14]2[N:15]([CH3:29])[C:16]([CH2:18][NH:19][C:20]3[CH:25]=[CH:24][C:23]([C:26](=[NH:28])[NH2:27])=[CH:22][CH:21]=3)=[N:17][C:13]=2[CH:12]=1)=[O:10].Cl[C:40]([O:42][CH2:43][C:44]1[CH:49]=[CH:48][CH:47]=[CH:46][CH:45]=1)=[O:41]. Product: [N:2]1[CH:7]=[CH:6][CH:5]=[CH:4][C:3]=1[N:8]([CH2:32][CH2:33][C:34]([O:36][CH2:37][CH3:38])=[O:35])[C:9]([C:11]1[CH:31]=[CH:30][C:14]2[N:15]([CH3:29])[C:16]([CH2:18][NH:19][C:20]3[CH:25]=[CH:24][C:23]([C:26](=[NH:27])[NH:28][C:40]([O:42][CH2:43][C:44]4[CH:49]=[CH:48][CH:47]=[CH:46][CH:45]=4)=[O:41])=[CH:22][CH:21]=3)=[N:17][C:13]=2[CH:12]=1)=[O:10]. The catalyst class is: 98.